Task: Predict the reaction yield, written as a fraction of the theoretical maximum amount of product (1.0 means a 100% yield; for example, 0.34 means a 34% yield).. Dataset: Reaction yield outcomes from USPTO patents with 853,638 reactions (1) The reactants are [CH:1]1([C:4]2[CH:9]=[CH:8][N:7]=[C:6]([NH:10][C:11]3[CH:16]=[C:15](B4OC(C)(C)C(C)(C)O4)[CH:14]=[C:13]([CH3:26])[CH:12]=3)[N:5]=2)[CH2:3][CH2:2]1.Br[C:28]1[S:32][CH:31]=[N:30][CH:29]=1.C(=O)([O-])[O-].[Na+].[Na+]. The catalyst is CC1CCCO1.C1C=CC(P(C2C=CC=CC=2)[C-]2C=CC=C2)=CC=1.C1C=CC(P(C2C=CC=CC=2)[C-]2C=CC=C2)=CC=1.Cl[Pd]Cl.[Fe+2].C(Cl)Cl. The product is [CH:1]1([C:4]2[CH:9]=[CH:8][N:7]=[C:6]([NH:10][C:11]3[CH:16]=[C:15]([C:28]4[S:32][CH:31]=[N:30][CH:29]=4)[CH:14]=[C:13]([CH3:26])[CH:12]=3)[N:5]=2)[CH2:3][CH2:2]1. The yield is 0.910. (2) The reactants are [C:1]1(=[O:7])[O:6][C:4](=[O:5])[CH:3]=[CH:2]1.[NH2:8][C:9]1[CH:16]=[CH:15][C:12]([C:13]#[N:14])=[CH:11][CH:10]=1.[C:17]1(=O)[CH2:22][CH2:21][CH2:20][CH2:19][CH2:18]1. No catalyst specified. The product is [C:13]([C:12]1[CH:15]=[CH:16][C:9]([N:8]2[CH:22]3[C:17]([CH2:18][CH2:19][CH2:20][CH2:21]3)=[C:3]([CH2:2][C:1]([OH:6])=[O:7])[C:4]2=[O:5])=[CH:10][CH:11]=1)#[N:14]. The yield is 0.260.